From a dataset of Peptide-MHC class II binding affinity with 134,281 pairs from IEDB. Regression. Given a peptide amino acid sequence and an MHC pseudo amino acid sequence, predict their binding affinity value. This is MHC class II binding data. (1) The peptide sequence is AVTYYKEADYSQIPI. The MHC is DRB3_0202 with pseudo-sequence DRB3_0202. The binding affinity (normalized) is 0.0811. (2) The peptide sequence is AGCQTYKWETFLTSE. The MHC is HLA-DQA10201-DQB10202 with pseudo-sequence HLA-DQA10201-DQB10202. The binding affinity (normalized) is 0.256. (3) The peptide sequence is GSGGVWREMHHLVEF. The MHC is DRB5_0101 with pseudo-sequence DRB5_0101. The binding affinity (normalized) is 0.549. (4) The peptide sequence is GVDIAANTVIWDYKR. The MHC is DRB1_0101 with pseudo-sequence DRB1_0101. The binding affinity (normalized) is 0.618. (5) The binding affinity (normalized) is 0.347. The MHC is HLA-DPA10103-DPB10401 with pseudo-sequence HLA-DPA10103-DPB10401. The peptide sequence is AAATAGWTVYGAFAA. (6) The peptide sequence is INEPTAAAIAYGNDR. The MHC is HLA-DQA10401-DQB10402 with pseudo-sequence HLA-DQA10401-DQB10402. The binding affinity (normalized) is 0.409. (7) The peptide sequence is DQYKDLCHMHTGVVV. The MHC is DRB1_1302 with pseudo-sequence DRB1_1302. The binding affinity (normalized) is 0.407. (8) The peptide sequence is GCNRLKRMAVSGDDC. The MHC is DRB1_0801 with pseudo-sequence DRB1_0801. The binding affinity (normalized) is 0.564. (9) The peptide sequence is TARRHLAEGKVDTGV. The MHC is DRB1_0701 with pseudo-sequence DRB1_0701. The binding affinity (normalized) is 0.164.